From a dataset of Forward reaction prediction with 1.9M reactions from USPTO patents (1976-2016). Predict the product of the given reaction. (1) Given the reactants Br[CH2:2][CH2:3][NH:4][C:5]1[CH:10]=[N:9][NH:8][C:7](=[O:11])[C:6]=1[Cl:12].[F:13][C:14]1[CH:28]=[CH:27][C:17]2[C:18]([CH:21]3[CH2:26][CH2:25][NH:24][CH2:23][CH2:22]3)=[N:19][O:20][C:16]=2[CH:15]=1.[I-].[K+].C(=O)([O-])[O-].[Na+].[Na+], predict the reaction product. The product is: [F:13][C:14]1[CH:28]=[CH:27][C:17]2[C:18]([CH:21]3[CH2:22][CH2:23][N:24]([CH2:2][CH2:3][NH:4][C:5]4[CH:10]=[N:9][NH:8][C:7](=[O:11])[C:6]=4[Cl:12])[CH2:25][CH2:26]3)=[N:19][O:20][C:16]=2[CH:15]=1. (2) Given the reactants [CH2:1]([O:8][C:9]1[CH:10]=[CH:11][C:12]2[O:16][C:15]([C:17](O)([CH2:20][CH3:21])[CH2:18][CH3:19])=[CH:14][C:13]=2[CH:23]=1)[C:2]1[CH:7]=[CH:6][CH:5]=[CH:4][CH:3]=1.[C:24]1([CH3:31])[C:29]([OH:30])=[CH:28][CH:27]=[CH:26][CH:25]=1.B(F)(F)F.O(CC)CC, predict the reaction product. The product is: [CH2:1]([O:8][C:9]1[CH:10]=[CH:11][C:12]2[O:16][C:15]([C:17]([C:26]3[CH:27]=[CH:28][C:29]([OH:30])=[C:24]([CH3:31])[CH:25]=3)([CH2:20][CH3:21])[CH2:18][CH3:19])=[CH:14][C:13]=2[CH:23]=1)[C:2]1[CH:7]=[CH:6][CH:5]=[CH:4][CH:3]=1. (3) Given the reactants [OH:1][C:2]1[CH:7]=[CH:6][CH:5]=[CH:4][C:3]=1[C:8]1[C:17]2[C:12](=[CH:13][C:14]([S:18]([N:21]([CH2:27][C:28]3[CH:33]=[CH:32][C:31]([O:34][CH3:35])=[CH:30][CH:29]=3)[C:22]3[S:23][CH:24]=[CH:25][N:26]=3)(=[O:20])=[O:19])=[CH:15][CH:16]=2)[CH:11]=[CH:10][N:9]=1.C([O-])([O-])=O.[Cs+].[Cs+].Br[CH2:43][C:44]#[N:45], predict the reaction product. The product is: [C:44]([CH2:43][O:1][C:2]1[CH:7]=[CH:6][CH:5]=[CH:4][C:3]=1[C:8]1[C:17]2[C:12](=[CH:13][C:14]([S:18]([N:21]([CH2:27][C:28]3[CH:29]=[CH:30][C:31]([O:34][CH3:35])=[CH:32][CH:33]=3)[C:22]3[S:23][CH:24]=[CH:25][N:26]=3)(=[O:20])=[O:19])=[CH:15][CH:16]=2)[CH:11]=[CH:10][N:9]=1)#[N:45]. (4) Given the reactants [C:1]1([N:11]=[C:12]=[S:13])[C:10]2[C:5](=[CH:6][CH:7]=[CH:8][CH:9]=2)[CH:4]=[CH:3][CH:2]=1.[N-:14]=[N+:15]=[N-:16].[Na+].Cl, predict the reaction product. The product is: [C:1]1([N:11]2[C:12]([SH:13])=[N:16][N:15]=[N:14]2)[C:10]2[C:5](=[CH:6][CH:7]=[CH:8][CH:9]=2)[CH:4]=[CH:3][CH:2]=1. (5) Given the reactants [CH3:1][O:2][C:3](=[O:21])[CH:4]([O:19][CH3:20])[CH2:5][C:6]1[CH:11]=[CH:10][C:9]([O:12][CH2:13][CH2:14][CH2:15]Br)=[CH:8][C:7]=1[O:17][CH3:18].[C:22]([C:26]1[CH:31]=[CH:30][C:29]([C:32]2[CH:37]=[CH:36][C:35]([OH:38])=[CH:34][CH:33]=2)=[CH:28][CH:27]=1)([CH3:25])([CH3:24])[CH3:23], predict the reaction product. The product is: [CH3:1][O:2][C:3](=[O:21])[C@@H:4]([O:19][CH3:20])[CH2:5][C:6]1[CH:11]=[CH:10][C:9]([O:12][CH2:13][CH2:14][CH2:15][O:38][C:35]2[CH:34]=[CH:33][C:32]([C:29]3[CH:30]=[CH:31][C:26]([C:22]([CH3:25])([CH3:24])[CH3:23])=[CH:27][CH:28]=3)=[CH:37][CH:36]=2)=[CH:8][C:7]=1[O:17][CH3:18]. (6) Given the reactants C(N(C(C)C)C(C)C)C.Cl[C:11]1[N:12]=[CH:13][C:14]2[CH2:19][N:18]([C:20]([O:22][C:23]([CH3:26])([CH3:25])[CH3:24])=[O:21])[CH2:17][C:15]=2[N:16]=1.[CH2:27]1[C:35]2[C:30](=[CH:31][CH:32]=[CH:33][CH:34]=2)[CH2:29][CH:28]1[NH2:36].O, predict the reaction product. The product is: [C:23]([O:22][C:20]([N:18]1[CH2:19][C:14]2[CH:13]=[N:12][C:11]([NH:36][CH:28]3[CH2:29][C:30]4[C:35](=[CH:34][CH:33]=[CH:32][CH:31]=4)[CH2:27]3)=[N:16][C:15]=2[CH2:17]1)=[O:21])([CH3:26])([CH3:25])[CH3:24]. (7) The product is: [CH3:11][O:10][C:7]1[CH:8]=[CH:9][C:2]([S:13][CH3:12])=[C:3]([CH:6]=1)[C:4]#[N:5]. Given the reactants F[C:2]1[CH:9]=[CH:8][C:7]([O:10][CH3:11])=[CH:6][C:3]=1[C:4]#[N:5].[CH3:12][S-:13].[Na+].O, predict the reaction product. (8) Given the reactants Br[C:2]1[CH:7]=[CH:6][C:5]([C:8]([OH:17])([C:13]([F:16])([F:15])[F:14])[C:9]([F:12])([F:11])[F:10])=[C:4]([Cl:18])[C:3]=1[Cl:19].[OH:20][C:21]([CH3:36])([CH3:35])[CH2:22][NH:23][C:24]([C:26]1[S:27][CH:28]=[C:29]([C:31]([O:33][CH3:34])=[O:32])[N:30]=1)=[O:25].CC([O-])=O.[K+].C1C=CC(P(C2C=CC=CC=2)C2C=CC=CC=2)=CC=1, predict the reaction product. The product is: [Cl:19][C:3]1[C:4]([Cl:18])=[C:5]([C:8]([OH:17])([C:13]([F:16])([F:15])[F:14])[C:9]([F:12])([F:11])[F:10])[CH:6]=[CH:7][C:2]=1[C:28]1[S:27][C:26]([C:24](=[O:25])[NH:23][CH2:22][C:21]([OH:20])([CH3:35])[CH3:36])=[N:30][C:29]=1[C:31]([O:33][CH3:34])=[O:32].